This data is from NCI-60 drug combinations with 297,098 pairs across 59 cell lines. The task is: Regression. Given two drug SMILES strings and cell line genomic features, predict the synergy score measuring deviation from expected non-interaction effect. Drug 1: C1CC(C1)(C(=O)O)C(=O)O.[NH2-].[NH2-].[Pt+2]. Drug 2: C1CCC(C(C1)N)N.C(=O)(C(=O)[O-])[O-].[Pt+4]. Cell line: HCC-2998. Synergy scores: CSS=26.4, Synergy_ZIP=-2.07, Synergy_Bliss=0.0833, Synergy_Loewe=0.312, Synergy_HSA=1.66.